From a dataset of Forward reaction prediction with 1.9M reactions from USPTO patents (1976-2016). Predict the product of the given reaction. (1) Given the reactants [Cl:1][C:2]1[C:3]2[CH:10]=[C:9]([CH3:11])[N:8]([CH2:12][C@@H:13]3[CH2:17][CH2:16][CH2:15][N:14]3[C:18]([O:20][C:21]([CH3:24])([CH3:23])[CH3:22])=[O:19])[C:4]=2[N:5]=[CH:6][N:7]=1.C1C(=O)N([I:32])C(=O)C1, predict the reaction product. The product is: [Cl:1][C:2]1[C:3]2[C:10]([I:32])=[C:9]([CH3:11])[N:8]([CH2:12][C@@H:13]3[CH2:17][CH2:16][CH2:15][N:14]3[C:18]([O:20][C:21]([CH3:24])([CH3:23])[CH3:22])=[O:19])[C:4]=2[N:5]=[CH:6][N:7]=1. (2) The product is: [CH3:1][O:2][CH2:3][O:4][C:5]1[C:6]([C:18]2[CH:23]=[CH:22][CH:21]=[CH:20][CH:19]=2)=[N:7][C:8]([O:11][C:12]2[CH:17]=[CH:16][CH:15]=[CH:14][CH:13]=2)=[CH:9][C:10]=1[CH:40]=[O:41]. Given the reactants [CH3:1][O:2][CH2:3][O:4][C:5]1[C:6]([C:18]2[CH:23]=[CH:22][CH:21]=[CH:20][CH:19]=2)=[N:7][C:8]([O:11][C:12]2[CH:17]=[CH:16][CH:15]=[CH:14][CH:13]=2)=[CH:9][CH:10]=1.[Li]CCCC.CN(CCN(C)C)C.CN([CH:40]=[O:41])C, predict the reaction product. (3) Given the reactants [F:1][C:2]1[CH:24]=[CH:23][C:22]([F:25])=[CH:21][C:3]=1[CH2:4][C@H:5]1[CH2:10][C@@H:9]([C:11]2[O:15][NH:14][C:13](=[O:16])[CH:12]=2)[CH2:8][CH2:7][N:6]1C(OC)=O.Br, predict the reaction product. The product is: [F:1][C:2]1[CH:24]=[CH:23][C:22]([F:25])=[CH:21][C:3]=1[CH2:4][C@H:5]1[CH2:10][C@@H:9]([C:11]2[O:15][NH:14][C:13](=[O:16])[CH:12]=2)[CH2:8][CH2:7][NH:6]1. (4) Given the reactants N[C@@H](CCC)C(O)=O.Cl.N[C@@H](CC=C)C(OC)=O.[CH2:19]([C@@H:23]1[NH:28][CH2:27][C@H:26]([CH2:29][CH:30](C)[CH3:31])[NH:25][C:24]1=[O:33])[CH:20](C)[CH3:21], predict the reaction product. The product is: [CH2:19]([C@@H:23]1[NH:28][CH2:27][C@H:26]([CH2:29][CH2:30][CH3:31])[NH:25][C:24]1=[O:33])[CH:20]=[CH2:21]. (5) Given the reactants Br[C:2]1[N:7]=[C:6]2[N:8]([C@H:12]([C:14]3[CH:19]=[CH:18][CH:17]=[CH:16][CH:15]=3)[CH3:13])[C:9]([OH:11])=[N:10][C:5]2=[N:4][CH:3]=1.C(N(CC)CC)C.C([Sn](CCCC)(CCCC)[C:32]([O:34]CC)=[CH2:33])CCC, predict the reaction product. The product is: [OH:11][C:9]1[N:8]([C@H:12]([C:14]2[CH:19]=[CH:18][CH:17]=[CH:16][CH:15]=2)[CH3:13])[C:6]2=[N:7][C:2]([C:32](=[O:34])[CH3:33])=[CH:3][N:4]=[C:5]2[N:10]=1. (6) Given the reactants [NH2:1][C:2]1[CH:23]=[CH:22][C:5]2[N:6]([CH:9]([C:16]3[CH:21]=[CH:20][CH:19]=[CH:18][CH:17]=3)[CH2:10][C:11]([O:13]CC)=[O:12])[CH:7]=[N:8][C:4]=2[CH:3]=1.[CH3:24][O:25][C:26]1[CH:34]=[CH:33][CH:32]=[C:31]([O:35][CH3:36])[C:27]=1[C:28]([OH:30])=O, predict the reaction product. The product is: [CH3:36][O:35][C:31]1[CH:32]=[CH:33][CH:34]=[C:26]([O:25][CH3:24])[C:27]=1[C:28]([NH:1][C:2]1[CH:23]=[CH:22][C:5]2[N:6]([CH:9]([C:16]3[CH:17]=[CH:18][CH:19]=[CH:20][CH:21]=3)[CH2:10][C:11]([OH:13])=[O:12])[CH:7]=[N:8][C:4]=2[CH:3]=1)=[O:30].